This data is from Reaction yield outcomes from USPTO patents with 853,638 reactions. The task is: Predict the reaction yield, written as a fraction of the theoretical maximum amount of product (1.0 means a 100% yield; for example, 0.34 means a 34% yield). The reactants are [Cl:1][C:2](Cl)(Cl)[C:3]1[CH:8]=[CH:7][C:6]([S:9]([F:14])([F:13])([F:12])([F:11])[F:10])=[CH:5][CH:4]=1.[OH2:17].Cl. No catalyst specified. The product is [F:10][S:9]([F:14])([F:13])([F:12])([F:11])[C:6]1[CH:7]=[CH:8][C:3]([C:2]([Cl:1])=[O:17])=[CH:4][CH:5]=1. The yield is 0.420.